The task is: Predict the reaction yield, written as a fraction of the theoretical maximum amount of product (1.0 means a 100% yield; for example, 0.34 means a 34% yield).. This data is from Reaction yield outcomes from USPTO patents with 853,638 reactions. (1) The reactants are [CH3:1][O:2][C:3](=[O:25])[CH2:4][C:5]1[C:6]([N:22]([CH3:24])[CH3:23])=[N:7][C:8]([CH2:14][C:15]2[CH:20]=[CH:19][C:18]([NH2:21])=[CH:17][CH:16]=2)=[N:9][C:10]=1[N:11]([CH3:13])[CH3:12].C(N(C(C)C)CC)(C)C.[F:35][C:36]([F:47])([F:46])[C:37]1[CH:45]=[CH:44][C:40]([C:41](Cl)=[O:42])=[CH:39][CH:38]=1. The catalyst is CO. The product is [CH3:1][O:2][C:3](=[O:25])[CH2:4][C:5]1[C:6]([N:22]([CH3:23])[CH3:24])=[N:7][C:8]([CH2:14][C:15]2[CH:16]=[CH:17][C:18]([NH:21][C:41](=[O:42])[C:40]3[CH:44]=[CH:45][C:37]([C:36]([F:35])([F:46])[F:47])=[CH:38][CH:39]=3)=[CH:19][CH:20]=2)=[N:9][C:10]=1[N:11]([CH3:12])[CH3:13]. The yield is 0.900. (2) The reactants are [C:1]([O:5][C:6](=[O:9])[NH:7][NH2:8])([CH3:4])([CH3:3])[CH3:2].C(=O)([O-])[O-].[K+].[K+].[CH2:16]([C:18]1[C:26]([O:27][CH3:28])=[CH:25][CH:24]=[CH:23][C:19]=1[C:20](Cl)=[O:21])[CH3:17]. The catalyst is C(Cl)Cl.O. The product is [C:1]([O:5][C:6]([NH:7][NH:8][C:20](=[O:21])[C:19]1[CH:23]=[CH:24][CH:25]=[C:26]([O:27][CH3:28])[C:18]=1[CH2:16][CH3:17])=[O:9])([CH3:4])([CH3:3])[CH3:2]. The yield is 0.940. (3) The reactants are [CH:1]1([C:4]2[C:5]([N:24]([C:29]3[CH:34]=[CH:33][C:32]([B:35]4[O:39]C(C)(C)C(C)(C)[O:36]4)=[CH:31][CH:30]=3)[S:25]([CH3:28])(=[O:27])=[O:26])=[CH:6][C:7]3[O:11][C:10]([C:12]4[CH:17]=[CH:16][C:15]([F:18])=[CH:14][CH:13]=4)=[C:9]([C:19]([NH:21][CH3:22])=[O:20])[C:8]=3[CH:23]=2)[CH2:3][CH2:2]1.C1(B(O)O)C=CC=CC=1.Cl. The catalyst is O1CCCC1. The product is [CH:1]1([C:4]2[C:5]([N:24]([C:29]3[CH:30]=[CH:31][C:32]([B:35]([OH:36])[OH:39])=[CH:33][CH:34]=3)[S:25]([CH3:28])(=[O:27])=[O:26])=[CH:6][C:7]3[O:11][C:10]([C:12]4[CH:13]=[CH:14][C:15]([F:18])=[CH:16][CH:17]=4)=[C:9]([C:19](=[O:20])[NH:21][CH3:22])[C:8]=3[CH:23]=2)[CH2:3][CH2:2]1. The yield is 0.340. (4) The reactants are [N:1]1[C:5]2[CH:6]=[CH:7][CH:8]=[N:9][C:4]=2[NH:3][CH:2]=1.[H-].[Na+].Cl[CH2:13][C:14]1[CH:24]=[CH:23][C:17]2[N:18]=[C:19]([S:21][CH3:22])[S:20][C:16]=2[CH:15]=1.O. The catalyst is CN(C=O)C. The product is [N:1]1[C:5]2[C:4](=[N:9][CH:8]=[CH:7][CH:6]=2)[N:3]([CH2:13][C:14]2[CH:24]=[CH:23][C:17]3[N:18]=[C:19]([S:21][CH3:22])[S:20][C:16]=3[CH:15]=2)[CH:2]=1. The yield is 0.410. (5) The reactants are [CH3:1][CH:2]([CH3:20])[CH2:3][CH2:4][NH:5][C:6]([C:8]1[N:9]=[N:10][C:11]([N:14]2[CH2:19][CH2:18][NH:17][CH2:16][CH2:15]2)=[CH:12][CH:13]=1)=[O:7].[F:21][C:22]([F:32])([F:31])[C:23]1[CH:30]=[CH:29][CH:28]=[CH:27][C:24]=1[CH2:25]Cl.N12CCCN=C1CCCCC2. The catalyst is CCOC(C)=O. The product is [CH3:1][CH:2]([CH3:20])[CH2:3][CH2:4][NH:5][C:6]([C:8]1[N:9]=[N:10][C:11]([N:14]2[CH2:19][CH2:18][N:17]([CH2:25][C:24]3[CH:27]=[CH:28][CH:29]=[CH:30][C:23]=3[C:22]([F:21])([F:31])[F:32])[CH2:16][CH2:15]2)=[CH:12][CH:13]=1)=[O:7]. The yield is 0.720. (6) The product is [C:27]([O:31][C:32]([N:34]1[CH2:35][CH:36]([O:38][C:39]2[CH:44]=[CH:43][C:42]([N:45]3[CH:15]=[CH:14][C:13]4[CH:12]=[C:11]([C:20]5[CH:21]=[CH:22][C:23]([Cl:26])=[CH:24][CH:25]=5)[S:10][C:9]=4[C:7]3=[O:8])=[CH:41][C:40]=2[F:46])[CH2:37]1)=[O:33])([CH3:30])([CH3:28])[CH3:29]. The reactants are [Al](C)(C)C.CO[C:7]([C:9]1[S:10][C:11]([C:20]2[CH:25]=[CH:24][C:23]([Cl:26])=[CH:22][CH:21]=2)=[CH:12][C:13]=1[C:14]#[C:15][Si](C)(C)C)=[O:8].[C:27]([O:31][C:32]([N:34]1[CH2:37][CH:36]([O:38][C:39]2[CH:44]=[CH:43][C:42]([NH2:45])=[CH:41][C:40]=2[F:46])[CH2:35]1)=[O:33])([CH3:30])([CH3:29])[CH3:28].CCCC[N+](CCCC)(CCCC)CCCC.[F-]. The yield is 0.800. The catalyst is C1(C)C=CC=CC=1.CCOC(C)=O. (7) The reactants are Br[CH2:2][CH2:3][CH2:4][CH2:5][N:6]1[C:10](=[O:11])[C:9]2=[CH:12][CH:13]=[CH:14][CH:15]=[C:8]2[C:7]1=[O:16].[C:17]([NH:24][OH:25])([O:19][C:20]([CH3:23])([CH3:22])[CH3:21])=[O:18].C1CCN2C(=NCCC2)CC1.Cl. The catalyst is O.CC#N. The product is [C:20]([O:19][C:17]([NH:24][O:25][CH2:2][CH2:3][CH2:4][CH2:5][N:6]1[C:10](=[O:11])[C:9]2=[CH:12][CH:13]=[CH:14][CH:15]=[C:8]2[C:7]1=[O:16])=[O:18])([CH3:23])([CH3:22])[CH3:21]. The yield is 0.800. (8) The reactants are [F:1][C:2]([F:20])([F:19])[C:3]1[CH:8]=[CH:7][CH:6]=[CH:5][C:4]=1[CH2:9][NH:10][C:11]([CH:13]1[CH2:18][CH2:17][NH:16][CH2:15][CH2:14]1)=[O:12].Cl[C:22]1[CH:27]=[C:26]([C:28]2[CH:33]=[CH:32][CH:31]=[CH:30][CH:29]=2)[N:25]=[C:24]([NH:34][CH3:35])[N:23]=1. No catalyst specified. The product is [CH3:35][NH:34][C:24]1[N:23]=[C:22]([N:16]2[CH2:17][CH2:18][CH:13]([C:11]([NH:10][CH2:9][C:4]3[CH:5]=[CH:6][CH:7]=[CH:8][C:3]=3[C:2]([F:1])([F:19])[F:20])=[O:12])[CH2:14][CH2:15]2)[CH:27]=[C:26]([C:28]2[CH:29]=[CH:30][CH:31]=[CH:32][CH:33]=2)[N:25]=1. The yield is 0.750.